Dataset: Forward reaction prediction with 1.9M reactions from USPTO patents (1976-2016). Task: Predict the product of the given reaction. (1) Given the reactants [Cl:1][C:2]1[C:14]([CH3:15])=[CH:13][C:5]2[CH:6]([CH3:12])[NH:7][NH:8][S:9](=[O:11])(=[O:10])[C:4]=2[C:3]=1[Cl:16].[CH3:17]I, predict the reaction product. The product is: [Cl:1][C:2]1[C:14]([CH3:15])=[CH:13][C:5]2[CH:6]([CH3:12])[NH:7][N:8]([CH3:17])[S:9](=[O:11])(=[O:10])[C:4]=2[C:3]=1[Cl:16]. (2) Given the reactants [Br:1][C:2]1[CH:9]=[CH:8][C:5]([C:6]#[N:7])=[C:4](F)[CH:3]=1.C(NC(C)C)(C)C.Cl.Cl.[F:20][C:21]1[CH:29]=[CH:28][CH:27]=[CH:26][C:22]=1[CH2:23][NH:24][NH2:25].O, predict the reaction product. The product is: [Br:1][C:2]1[CH:3]=[CH:4][C:5]2[C:8]([CH:9]=1)=[N:25][N:24]([CH2:23][C:22]1[CH:26]=[CH:27][CH:28]=[CH:29][C:21]=1[F:20])[C:6]=2[NH2:7]. (3) Given the reactants [CH2:1]([O:8][C:9]1[CH:14]=[CH:13][C:12]([N:15]([CH2:60][CH2:61][CH2:62][CH3:63])[C:16]([C:18]2[CH:22]=[C:21]([C:23]3[CH:24]=[C:25]4[C:30](=[CH:31][C:32]=3[C:33]([N:35]3[C@H:44]([CH2:45][N:46]5[CH2:51][CH2:50][O:49][CH2:48][CH2:47]5)[CH2:43][C:42]5[C:37](=[CH:38][CH:39]=[CH:40][CH:41]=5)[CH2:36]3)=[O:34])[CH2:29][N:28](C(=O)C(F)(F)F)[CH2:27][CH2:26]4)[N:20]([CH3:58])[C:19]=2[CH3:59])=[O:17])=[CH:11][CH:10]=1)[C:2]1[CH:7]=[CH:6][CH:5]=[CH:4][CH:3]=1.C(=O)([O-])[O-].[K+].[K+], predict the reaction product. The product is: [CH2:1]([O:8][C:9]1[CH:14]=[CH:13][C:12]([N:15]([CH2:60][CH2:61][CH2:62][CH3:63])[C:16]([C:18]2[CH:22]=[C:21]([C:23]3[CH:24]=[C:25]4[C:30](=[CH:31][C:32]=3[C:33]([N:35]3[C@H:44]([CH2:45][N:46]5[CH2:47][CH2:48][O:49][CH2:50][CH2:51]5)[CH2:43][C:42]5[C:37](=[CH:38][CH:39]=[CH:40][CH:41]=5)[CH2:36]3)=[O:34])[CH2:29][NH:28][CH2:27][CH2:26]4)[N:20]([CH3:58])[C:19]=2[CH3:59])=[O:17])=[CH:11][CH:10]=1)[C:2]1[CH:3]=[CH:4][CH:5]=[CH:6][CH:7]=1. (4) Given the reactants [F:1][C:2]([F:20])([F:19])[C:3]1[CH:4]=[C:5]([CH:16]=[CH:17][CH:18]=1)[O:6][CH2:7][C:8]1[O:12][N:11]=[C:10]([C:13]([OH:15])=O)[CH:9]=1.C(N(CC)CC)C.Cl.C(N=C=NCCCN(C)C)C.ON1C2C=CC=CC=2N=N1.[O:50]1[CH2:55][CH2:54][CH:53]([CH2:56][NH2:57])[CH2:52][CH2:51]1, predict the reaction product. The product is: [O:50]1[CH2:55][CH2:54][CH:53]([CH2:56][NH:57][C:13]([C:10]2[CH:9]=[C:8]([CH2:7][O:6][C:5]3[CH:16]=[CH:17][CH:18]=[C:3]([C:2]([F:1])([F:20])[F:19])[CH:4]=3)[O:12][N:11]=2)=[O:15])[CH2:52][CH2:51]1.